Task: Predict the reactants needed to synthesize the given product.. Dataset: Full USPTO retrosynthesis dataset with 1.9M reactions from patents (1976-2016) (1) The reactants are: [Cl:1][C:2]1[CH:7]=[C:6]([O:8][CH3:9])[C:5]([O:10][CH2:11][C:12]2[C:17]([O:18][CH3:19])=[CH:16][CH:15]=[C:14]([F:20])[C:13]=2[F:21])=[CH:4][C:3]=1[N:22]1[C:30](=[O:31])[NH:29][C:28]2[C:23]1=[N:24][C:25]([N:34]1C(=O)C3C(=CC=CC=3)C1=O)=[N:26][C:27]=2[O:32][CH3:33].C(=O)([O-])[O-].[K+].[K+].[I-].[Na+].Br[CH2:54][CH2:55][CH:56]([O:59][CH3:60])[O:57][CH3:58]. Given the product [NH2:34][C:25]1[N:24]=[C:23]2[C:28]([N:29]([CH2:54][CH2:55][CH:56]([O:59][CH3:60])[O:57][CH3:58])[C:30](=[O:31])[N:22]2[C:3]2[CH:4]=[C:5]([O:10][CH2:11][C:12]3[C:17]([O:18][CH3:19])=[CH:16][CH:15]=[C:14]([F:20])[C:13]=3[F:21])[C:6]([O:8][CH3:9])=[CH:7][C:2]=2[Cl:1])=[C:27]([O:32][CH3:33])[N:26]=1, predict the reactants needed to synthesize it. (2) Given the product [CH3:7][CH:6]([CH3:8])[CH2:5][C@H:4]([N:9]1[CH2:17][C:16]2[C:11](=[CH:12][CH:13]=[CH:14][C:15]=2[C:18]([F:21])([F:19])[F:20])[C:10]1=[O:22])[C:3]([OH:23])=[O:2], predict the reactants needed to synthesize it. The reactants are: C[O:2][C:3](=[O:23])[C@@H:4]([N:9]1[CH2:17][C:16]2[C:11](=[CH:12][CH:13]=[CH:14][C:15]=2[C:18]([F:21])([F:20])[F:19])[C:10]1=[O:22])[CH2:5][CH:6]([CH3:8])[CH3:7].O.[OH-].[Li+]. (3) Given the product [Si:22]([O:6][CH2:7][C@@H:8]([OH:9])[C@@H:10]([OH:11])[C@H:12]([OH:13])[C@@H:14]([OH:15])[CH:16]=[O:17])([C:18]([CH3:21])([CH3:20])[CH3:19])([C:29]1[CH:30]=[CH:31][CH:32]=[CH:33][CH:34]=1)[C:23]1[CH:28]=[CH:27][CH:26]=[CH:25][CH:24]=1, predict the reactants needed to synthesize it. The reactants are: CN(C=O)C.[O:6]=[CH:7][C@@H:8]([C@H:10]([C@@H:12]([C@@H:14]([CH2:16][OH:17])[OH:15])[OH:13])[OH:11])[OH:9].[C:18]([Si:22](Cl)([C:29]1[CH:34]=[CH:33][CH:32]=[CH:31][CH:30]=1)[C:23]1[CH:28]=[CH:27][CH:26]=[CH:25][CH:24]=1)([CH3:21])([CH3:20])[CH3:19].